The task is: Predict the reactants needed to synthesize the given product.. This data is from Full USPTO retrosynthesis dataset with 1.9M reactions from patents (1976-2016). (1) The reactants are: Br[C:2]1[C:3]([F:21])=[C:4]([CH:18]=[CH:19][CH:20]=1)[CH2:5][O:6][C:7]1[CH:12]=[CH:11][CH:10]=[CH:9][C:8]=1[CH2:13][C:14]([O:16]C)=[O:15].[OH:22][CH2:23][C@@H:24]([NH:40]C(=O)OC(C)(C)C)[C:25]1[CH:30]=[CH:29][CH:28]=[C:27](B2OC(C)(C)C(C)(C)O2)[CH:26]=1. Given the product [NH2:40][C@@H:24]([C:25]1[CH:26]=[C:27]([C:2]2[CH:20]=[CH:19][CH:18]=[C:4]([CH2:5][O:6][C:7]3[CH:12]=[CH:11][CH:10]=[CH:9][C:8]=3[CH2:13][C:14]([OH:16])=[O:15])[C:3]=2[F:21])[CH:28]=[CH:29][CH:30]=1)[CH2:23][OH:22], predict the reactants needed to synthesize it. (2) The reactants are: [OH:1][C:2]1[CH:10]=[CH:9][CH:8]=[CH:7][C:3]=1[CH2:4][CH2:5][OH:6].[CH3:11][S:12](Cl)(=[O:14])=[O:13].C(N(CC)CC)C. Given the product [CH3:11][S:12]([O:1][C:2]1[CH:10]=[CH:9][CH:8]=[CH:7][C:3]=1[CH2:4][CH2:5][O:6][S:12]([CH3:11])(=[O:14])=[O:13])(=[O:14])=[O:13], predict the reactants needed to synthesize it. (3) The reactants are: Cl[C:2]1[C:11]2[C:6](=[CH:7][C:8]([O:14][CH3:15])=[C:9]([O:12][CH3:13])[CH:10]=2)[N:5]=[CH:4][CH:3]=1.[CH3:16][C:17]1[CH:18]=[C:19]([OH:24])[CH:20]=[CH:21][C:22]=1[CH3:23].[OH-].[Na+]. Given the product [CH3:13][O:12][C:9]1[CH:10]=[C:11]2[C:6](=[CH:7][C:8]=1[O:14][CH3:15])[N:5]=[CH:4][CH:3]=[C:2]2[O:24][C:19]1[CH:20]=[CH:21][C:22]([CH3:23])=[C:17]([CH3:16])[CH:18]=1, predict the reactants needed to synthesize it. (4) Given the product [Si:18]([O:1][CH2:2][C@H:3]1[O:7][C:6](=[O:8])[NH:5][CH2:4]1)([C:14]([CH3:17])([CH3:16])[CH3:15])([C:25]1[CH:26]=[CH:27][CH:28]=[CH:29][CH:30]=1)[C:19]1[CH:24]=[CH:23][CH:22]=[CH:21][CH:20]=1, predict the reactants needed to synthesize it. The reactants are: [OH:1][CH2:2][C@H:3]1[O:7][C:6](=[O:8])[NH:5][CH2:4]1.N1C=CN=C1.[C:14]([Si:18](Cl)([C:25]1[CH:30]=[CH:29][CH:28]=[CH:27][CH:26]=1)[C:19]1[CH:24]=[CH:23][CH:22]=[CH:21][CH:20]=1)([CH3:17])([CH3:16])[CH3:15].Cl. (5) The reactants are: C(O[C:9]([N:11]1[CH2:16][CH2:15][N:14]([CH2:17][C:18]2[CH:27]=[C:26]3[C:21]([C:22]([NH2:28])=[N:23][CH:24]=[N:25]3)=[CH:20][CH:19]=2)[C:13](=[O:29])[CH:12]1[CH2:30][O:31][CH3:32])=[O:10])C1C=CC=CC=1.C(N(CC)C(C)C)(C)C.CN(C(ON1N=NC2C=CC=CC1=2)=[N+](C)C)C.[B-](F)(F)(F)F.[Cl:64][C:65]1[S:69][C:68]([O:70][CH2:71]C(O)=O)=[CH:67][CH:66]=1. Given the product [NH2:28][C:22]1[C:21]2[C:26](=[CH:27][C:18]([CH2:17][N:14]3[CH2:15][CH2:16][N:11]([C:9](=[O:10])[CH2:71][O:70][C:68]4[S:69][C:65]([Cl:64])=[CH:66][CH:67]=4)[C@@H:12]([CH2:30][O:31][CH3:32])[C:13]3=[O:29])=[CH:19][CH:20]=2)[N:25]=[CH:24][N:23]=1, predict the reactants needed to synthesize it. (6) Given the product [F:1][C:2]1[CH:9]=[CH:8][CH:7]=[C:6]([C:10]([F:13])([F:12])[F:11])[C:3]=1[CH2:4][NH:14][C:15]1[CH:16]=[C:17]2[C:21]3=[C:22]([CH2:24][O:25][CH2:26][CH2:27][N:20]3[C@H:19]3[CH2:28][CH2:29][NH:30][CH2:31][C@@H:18]23)[CH:23]=1, predict the reactants needed to synthesize it. The reactants are: [F:1][C:2]1[CH:9]=[CH:8][CH:7]=[C:6]([C:10]([F:13])([F:12])[F:11])[C:3]=1[CH:4]=O.[NH2:14][C:15]1[CH:16]=[C:17]2[C:21]3=[C:22]([CH2:24][O:25][CH2:26][CH2:27][N:20]3[C@H:19]3[CH2:28][CH2:29][N:30](C(OC(C)(C)C)=O)[CH2:31][C@@H:18]23)[CH:23]=1. (7) Given the product [C:14]([C:13]1[CH:16]=[CH:17][C:10]([N:7]2[C:6]3[CH:18]=[C:2]([C:27]4[CH:28]=[CH:29][C:24]([C:22]([O:21][CH2:19][CH3:20])=[O:23])=[CH:25][CH:26]=4)[CH:3]=[CH:4][C:5]=3[N:9]=[CH:8]2)=[CH:11][CH:12]=1)#[N:15], predict the reactants needed to synthesize it. The reactants are: Br[C:2]1[CH:3]=[CH:4][C:5]2[N:9]=[CH:8][N:7]([C:10]3[CH:17]=[CH:16][C:13]([C:14]#[N:15])=[CH:12][CH:11]=3)[C:6]=2[CH:18]=1.[CH2:19]([O:21][C:22]([C:24]1[CH:29]=[CH:28][C:27](B(O)O)=[CH:26][CH:25]=1)=[O:23])[CH3:20].[O-]P([O-])([O-])=O.[K+].[K+].[K+].